From a dataset of Catalyst prediction with 721,799 reactions and 888 catalyst types from USPTO. Predict which catalyst facilitates the given reaction. (1) Reactant: [C:1]([C:5]1[CH:9]=[C:8](/[N:10]=[CH:11]/[N:12]([CH3:14])[CH3:13])[NH:7][N:6]=1)([CH3:4])([CH3:3])[CH3:2].[H-].[Na+].Br[CH2:18][CH:19]1[CH2:24][CH2:23][CH2:22][CH2:21][O:20]1.[I-].[Na+]. Product: [C:1]([C:5]1[CH:9]=[C:8](/[N:10]=[CH:11]/[N:12]([CH3:14])[CH3:13])[N:7]([CH2:18][CH:19]2[CH2:24][CH2:23][CH2:22][CH2:21][O:20]2)[N:6]=1)([CH3:4])([CH3:2])[CH3:3]. The catalyst class is: 9. (2) Reactant: [F:1][C:2]1[CH:7]=[CH:6][C:5]([C:8]2[N:12]3[CH2:13][CH2:14][NH:15][CH2:16][C:11]3=[N:10][C:9]=2[C:17]([F:20])([F:19])[F:18])=[CH:4][CH:3]=1.CCN(CC1C=CC=CC=1)CC.C=CC1C=CC=CC=1.C=CC1C=CC(C=C)=CC=1.[Cl:51][C:52]1[CH:60]=[C:59]([Cl:61])[CH:58]=[CH:57][C:53]=1[C:54](Cl)=[O:55]. Product: [Cl:51][C:52]1[CH:60]=[C:59]([Cl:61])[CH:58]=[CH:57][C:53]=1[C:54]([N:15]1[CH2:14][CH2:13][N:12]2[C:8]([C:5]3[CH:6]=[CH:7][C:2]([F:1])=[CH:3][CH:4]=3)=[C:9]([C:17]([F:18])([F:19])[F:20])[N:10]=[C:11]2[CH2:16]1)=[O:55]. The catalyst class is: 4. (3) Reactant: [NH2:1][C:2]1[CH:7]=[C:6]([C:8]([CH3:11])([CH3:10])[CH3:9])[CH:5]=[CH:4][C:3]=1[OH:12]. Product: [C:8]([C:6]1[CH:5]=[CH:4][C:3]2[O:12][C:4]([CH2:3][C:2]#[N:1])=[N:1][C:2]=2[CH:7]=1)([CH3:9])([CH3:11])[CH3:10]. The catalyst class is: 4.